This data is from Retrosynthesis with 50K atom-mapped reactions and 10 reaction types from USPTO. The task is: Predict the reactants needed to synthesize the given product. (1) Given the product OCCCN1CCCCC1, predict the reactants needed to synthesize it. The reactants are: C1CCNCC1.OCCCCl. (2) Given the product COc1ccc(C(=O)Nc2cccc(C3(C#N)CCCC3)c2)cc1OC, predict the reactants needed to synthesize it. The reactants are: COc1ccc(C(=O)Cl)cc1OC.N#CC1(c2cccc(N)c2)CCCC1. (3) Given the product O=C(NC1CCC1)c1c(O)c2ncc(Cc3ccccc3)cc2n(CCN2CCOCC2)c1=O, predict the reactants needed to synthesize it. The reactants are: CCOC(=O)c1c(O)c2ncc(Cc3ccccc3)cc2n(CCN2CCOCC2)c1=O.NC1CCC1. (4) Given the product Fc1cc(F)c2[nH]ccc2c1, predict the reactants needed to synthesize it. The reactants are: C#Cc1cc(F)cc(F)c1N. (5) Given the product O=C(NCCSCc1ccccc1)c1cnccc1C(F)(F)F, predict the reactants needed to synthesize it. The reactants are: NCCSCc1ccccc1.O=C(Cl)c1cnccc1C(F)(F)F.